Dataset: Peptide-MHC class II binding affinity with 134,281 pairs from IEDB. Task: Regression. Given a peptide amino acid sequence and an MHC pseudo amino acid sequence, predict their binding affinity value. This is MHC class II binding data. (1) The peptide sequence is EGHLRFLKNIILPVY. The MHC is HLA-DPA10103-DPB10301 with pseudo-sequence HLA-DPA10103-DPB10301. The binding affinity (normalized) is 0.260. (2) The peptide sequence is QTLIAIHTLAIRYAN. The MHC is DRB1_1501 with pseudo-sequence DRB1_1501. The binding affinity (normalized) is 0.853. (3) The peptide sequence is PEREVLVWKFDSRLAFHH. The MHC is DRB4_0101 with pseudo-sequence DRB4_0103. The binding affinity (normalized) is 0.909. (4) The peptide sequence is LIDDVIAILPVDELY. The MHC is HLA-DQA10501-DQB10201 with pseudo-sequence HLA-DQA10501-DQB10201. The binding affinity (normalized) is 0.824. (5) The peptide sequence is SGLFQFIFFLLLAGR. The MHC is DRB1_1101 with pseudo-sequence DRB1_1101. The binding affinity (normalized) is 0.267. (6) The peptide sequence is ASLTEALRVIAGALE. The MHC is HLA-DQA10104-DQB10503 with pseudo-sequence HLA-DQA10104-DQB10503. The binding affinity (normalized) is 0.357. (7) The peptide sequence is DAFIAALTEALRVIA. The MHC is HLA-DPA10103-DPB10301 with pseudo-sequence HLA-DPA10103-DPB10301. The binding affinity (normalized) is 0.481. (8) The peptide sequence is EKLKKVLEVYEARLS. The MHC is HLA-DQA10401-DQB10402 with pseudo-sequence HLA-DQA10401-DQB10402. The binding affinity (normalized) is 0.243. (9) The peptide sequence is VNMVRRGVRSLSNKIHHHHHH. The MHC is DRB4_0103 with pseudo-sequence DRB4_0103. The binding affinity (normalized) is 0.655.